From a dataset of Forward reaction prediction with 1.9M reactions from USPTO patents (1976-2016). Predict the product of the given reaction. Given the reactants [OH-].[Na+].C[O:4][C:5]([C:7]1[CH:12]=[CH:11][C:10]([N:13]2[CH2:18][CH2:17][N:16]([C:19]3[CH:24]=[CH:23][CH:22]=[C:21]([CH2:25][O:26][C:27](=[O:32])[NH:28][C:29](=[NH:31])[NH2:30])[C:20]=3[F:33])[CH2:15][CH2:14]2)=[CH:9][N:8]=1)=[O:6].C1COCC1.Cl, predict the reaction product. The product is: [C:29]([NH:28][C:27]([O:26][CH2:25][C:21]1[C:20]([F:33])=[C:19]([N:16]2[CH2:17][CH2:18][N:13]([C:10]3[CH:11]=[CH:12][C:7]([C:5]([OH:6])=[O:4])=[N:8][CH:9]=3)[CH2:14][CH2:15]2)[CH:24]=[CH:23][CH:22]=1)=[O:32])(=[NH:30])[NH2:31].